From a dataset of Catalyst prediction with 721,799 reactions and 888 catalyst types from USPTO. Predict which catalyst facilitates the given reaction. Reactant: [C:1]1([S:7]([N:10]2[CH2:16][CH2:15][CH:14]([NH:17]C(=O)OC(C)(C)C)[CH2:13][C:12]3[CH:25]=[CH:26][CH:27]=[CH:28][C:11]2=3)(=[O:9])=[O:8])[CH:6]=[CH:5][CH:4]=[CH:3][CH:2]=1.Cl. The catalyst class is: 4. Product: [C:1]1([S:7]([N:10]2[CH2:16][CH2:15][CH:14]([NH2:17])[CH2:13][C:12]3[CH:25]=[CH:26][CH:27]=[CH:28][C:11]2=3)(=[O:8])=[O:9])[CH:6]=[CH:5][CH:4]=[CH:3][CH:2]=1.